From a dataset of Full USPTO retrosynthesis dataset with 1.9M reactions from patents (1976-2016). Predict the reactants needed to synthesize the given product. (1) Given the product [CH2:21]([C:15]([C:11]1[C:10]2[N:6]([CH3:5])[C:7](=[O:19])[NH:8][C:9]=2[CH:14]=[CH:13][CH:12]=1)([OH:17])[CH2:1][CH3:2])[CH3:22], predict the reactants needed to synthesize it. The reactants are: [CH2:1]([Mg]Br)[CH3:2].[CH3:5][N:6]1[C:10]2[C:11]([C:15]([O:17]C)=O)=[CH:12][CH:13]=[CH:14][C:9]=2[NH:8][C:7]1=[O:19].O1CC[CH2:22][CH2:21]1. (2) Given the product [Br:1][C:2]1[CH:17]=[CH:16][C:5]2[N:6]=[C:7]([C:9]3[C:12]([CH3:13])=[N:20][NH:19][C:10]=3[NH2:11])[S:8][C:4]=2[CH:3]=1, predict the reactants needed to synthesize it. The reactants are: [Br:1][C:2]1[CH:17]=[CH:16][C:5]2[N:6]=[C:7]([C:9](=[C:12](OC)[CH3:13])[C:10]#[N:11])[S:8][C:4]=2[CH:3]=1.O.[NH2:19][NH2:20]. (3) Given the product [Cl:1][CH2:2][C:3]1[N:7]([CH3:8])[N:6]=[C:5]([C:9]2[CH:14]=[CH:13][C:12]([C:30]([F:33])([F:32])[F:31])=[CH:11][CH:10]=2)[CH:4]=1, predict the reactants needed to synthesize it. The reactants are: [Cl:1][CH2:2][C:3]1[N:7]([CH3:8])[N:6]=[C:5]([C:9]2[CH:14]=[C:13](OC)[C:12](OC)=[C:11](OC)[CH:10]=2)[CH:4]=1.CC(C1C=CC([C:30]([F:33])([F:32])[F:31])=CC=1)=O. (4) Given the product [CH3:1][C:2]1[C:6]2[CH:7]=[CH:8][CH:9]=[CH:10][C:5]=2[O:4][C:3]=1[CH:11]([C:34]1[CH:39]=[CH:38][CH:37]=[CH:36][C:35]=1[CH3:40])[NH:12][S:13]([C:16]1[CH:26]=[CH:25][C:19]2[O:20][CH2:21][CH2:22][CH2:23][O:24][C:18]=2[CH:17]=1)(=[O:14])=[O:15], predict the reactants needed to synthesize it. The reactants are: [CH3:1][C:2]1[C:6]2[CH:7]=[CH:8][CH:9]=[CH:10][C:5]=2[O:4][C:3]=1[CH:11]=[N:12][S:13]([C:16]1[CH:26]=[CH:25][C:19]2[O:20][CH2:21][CH2:22][CH2:23][O:24][C:18]=2[CH:17]=1)(=[O:15])=[O:14].O1CCCC1.Br[Mg][C:34]1[CH:39]=[CH:38][CH:37]=[CH:36][C:35]=1[CH3:40].C(OCC)C. (5) Given the product [N:1]1[N:2]=[C:3]([S:10][C:12]2[N:17]=[N:16][C:15]([NH2:18])=[CH:14][CH:13]=2)[N:4]2[CH:9]=[CH:8][CH:7]=[CH:6][C:5]=12, predict the reactants needed to synthesize it. The reactants are: [N:1]1[N:2]=[C:3]([SH:10])[N:4]2[CH:9]=[CH:8][CH:7]=[CH:6][C:5]=12.Cl[C:12]1[N:17]=[N:16][C:15]([NH2:18])=[CH:14][CH:13]=1. (6) Given the product [Br:1][C:2]1[CH:3]=[C:4]2[C:10]([C@@H:11]([C:13]3[C:18]([O:19][CH2:46][C@@H:47]4[CH2:51][O:50][C:49]([CH3:53])([CH3:52])[O:48]4)=[CH:17][CH:16]=[C:15]([F:20])[C:14]=3[Cl:21])[CH3:12])=[CH:9][N:8]([C:22]([O:24][C:25]([CH3:27])([CH3:26])[CH3:28])=[O:23])[C:5]2=[N:6][CH:7]=1, predict the reactants needed to synthesize it. The reactants are: [Br:1][C:2]1[CH:3]=[C:4]2[C:10]([C@@H:11]([C:13]3[C:18]([OH:19])=[CH:17][CH:16]=[C:15]([F:20])[C:14]=3[Cl:21])[CH3:12])=[CH:9][N:8]([C:22]([O:24][C:25]([CH3:28])([CH3:27])[CH3:26])=[O:23])[C:5]2=[N:6][CH:7]=1.C(=O)([O-])[O-].[K+].[K+].CC1C=CC(S(O[CH2:46][C@@H:47]2[CH2:51][O:50][C:49]([CH3:53])([CH3:52])[O:48]2)(=O)=O)=CC=1.CCOC(C)=O.